This data is from Forward reaction prediction with 1.9M reactions from USPTO patents (1976-2016). The task is: Predict the product of the given reaction. (1) The product is: [Cl:1][C:2]1[CH:3]=[C:4]([CH:7]=[CH:8][C:9]=1[S:12][CH3:11])[CH:5]=[O:6]. Given the reactants [Cl:1][C:2]1[CH:3]=[C:4]([CH:7]=[CH:8][C:9]=1F)[CH:5]=[O:6].[CH3:11][S-:12].[Na+].O, predict the reaction product. (2) Given the reactants C[O:2][C:3](=[O:45])[C@H:4]([NH:25][C:26]([N:28]1[CH2:33][CH2:32][CH:31]([N:34]2[CH2:43][C:42]3[C:37](=[CH:38][CH:39]=[CH:40][CH:41]=3)[NH:36][C:35]2=[O:44])[CH2:30][CH2:29]1)=[O:27])[CH2:5][C:6]1[CH:24]=[CH:23][C:9]2[N:10](S(CC[Si](C)(C)C)(=O)=O)[C:11]([CH3:13])=[N:12][C:8]=2[CH:7]=1.COC(=O)[C@H](NC(N1CCC(N2CC3C(=CC=CC=3)NC2=O)CC1)=O)CC1C=CC2N=C(C)N(S(CC[Si](C)(C)C)(=O)=O)C=2C=1.O=C1N(C2CCN(C(N[C@H](CC3C=C4C(=CC=3)N(S(CC[Si](C)(C)C)(=O)=O)N=C4)C(O)=O)=O)CC2)CC2C(=CC=CC=2)N1.[OH-].[Li+].CO.O1CCCC1.O, predict the reaction product. The product is: [CH3:13][C:11]1[NH:10][C:9]2[CH:23]=[CH:24][C:6]([CH2:5][C@@H:4]([NH:25][C:26]([N:28]3[CH2:29][CH2:30][CH:31]([N:34]4[CH2:43][C:42]5[C:37](=[CH:38][CH:39]=[CH:40][CH:41]=5)[NH:36][C:35]4=[O:44])[CH2:32][CH2:33]3)=[O:27])[C:3]([OH:45])=[O:2])=[CH:7][C:8]=2[N:12]=1. (3) Given the reactants [Cl:1][C:2]1[CH:3]=[CH:4][C:5]2[N:6]([CH:8]=[CH:9][N:10]=2)[N:7]=1.Br[C:12]1[S:16][C:15]2[CH:17]=[CH:18][C:19]([Cl:21])=[CH:20][C:14]=2[C:13]=1[CH3:22].C(=O)([O-])[O-].[K+].[K+].C1(P(C2C=CC=CC=2)C2C=CC=CC=2)C=CC=CC=1.C([O-])(=O)C.[K+], predict the reaction product. The product is: [Cl:1][C:2]1[CH:3]=[CH:4][C:5]2[N:6]([C:8]([C:12]3[S:16][C:15]4[CH:17]=[CH:18][C:19]([Cl:21])=[CH:20][C:14]=4[C:13]=3[CH3:22])=[CH:9][N:10]=2)[N:7]=1. (4) Given the reactants [Cl:1][C:2]1[C:11]2[C:6](=[CH:7][CH:8]=[C:9]([F:12])[CH:10]=2)[N:5]=[C:4]([CH:13]([N:15]2C(=O)C3C(=CC=CC=3)C2=O)[CH3:14])[C:3]=1[C:26]1[CH:31]=[CH:30][CH:29]=[CH:28][N:27]=1.NN, predict the reaction product. The product is: [Cl:1][C:2]1[C:11]2[C:6](=[CH:7][CH:8]=[C:9]([F:12])[CH:10]=2)[N:5]=[C:4]([CH:13]([NH2:15])[CH3:14])[C:3]=1[C:26]1[CH:31]=[CH:30][CH:29]=[CH:28][N:27]=1.